From a dataset of Forward reaction prediction with 1.9M reactions from USPTO patents (1976-2016). Predict the product of the given reaction. (1) Given the reactants C[O:2][C:3](=[O:40])[CH2:4][C:5]1[CH:10]=[CH:9][C:8]([CH2:11][NH:12][C:13]2[CH:18]=[CH:17][CH:16]=[C:15]([C:19]3[C:28]4[C:23](=[C:24]([C:29]([F:32])([F:31])[F:30])[CH:25]=[CH:26][CH:27]=4)[N:22]=[CH:21][C:20]=3[CH2:33][C:34]3[CH:39]=[CH:38][CH:37]=[CH:36][CH:35]=3)[CH:14]=2)=[CH:7][CH:6]=1.[CH2:41]=O, predict the reaction product. The product is: [CH2:33]([C:20]1[CH:21]=[N:22][C:23]2[C:28]([C:19]=1[C:15]1[CH:14]=[C:13]([N:12]([CH2:11][C:8]3[CH:7]=[CH:6][C:5]([CH2:4][C:3]([OH:2])=[O:40])=[CH:10][CH:9]=3)[CH3:41])[CH:18]=[CH:17][CH:16]=1)=[CH:27][CH:26]=[CH:25][C:24]=2[C:29]([F:30])([F:32])[F:31])[C:34]1[CH:39]=[CH:38][CH:37]=[CH:36][CH:35]=1. (2) Given the reactants [CH2:1]([CH:3]1[CH:6]([CH2:7][CH3:8])[C:5](=[O:9])[N:4]1S(Cl)(=O)=O)[CH3:2].C1(S)C=CC=CC=1.N1C=CC=CC=1.O, predict the reaction product. The product is: [CH2:7]([CH:6]1[CH:3]([CH2:1][CH3:2])[NH:4][C:5]1=[O:9])[CH3:8]. (3) Given the reactants Br[C:2]1[C:3]([N:17]2[CH2:22][CH2:21][CH2:20][C@@H:19]([NH:23]C(=O)OC(C)(C)C)[CH2:18]2)=[C:4]2[C:10]([NH:11][C:12]([CH:14]3[CH2:16][CH2:15]3)=[O:13])=[CH:9][NH:8][C:5]2=[N:6][CH:7]=1.CC1(C)C2C=CC=C(P(C3C=CC=CC=3)C3C=CC=CC=3)C=2OC2C1=CC=CC=2P(C1C=CC=CC=1)C1C=CC=CC=1.[CH3:73][CH:74]([SH:76])[CH3:75].C(N(C(C)C)C(C)C)C.C(Cl)[Cl:87], predict the reaction product. The product is: [ClH:87].[NH2:23][C@@H:19]1[CH2:20][CH2:21][CH2:22][N:17]([C:3]2[C:2]([S:76][CH:74]([CH3:75])[CH3:73])=[CH:7][N:6]=[C:5]3[NH:8][CH:9]=[C:10]([NH:11][C:12]([CH:14]4[CH2:16][CH2:15]4)=[O:13])[C:4]=23)[CH2:18]1. (4) Given the reactants [Br:1][C:2]1[CH:3]=[CH:4][C:5](=[O:8])[NH:6][CH:7]=1.[CH2:9]([C:11]1[CH:18]=[CH:17][C:14]([CH2:15]Br)=[CH:13][CH:12]=1)[CH3:10].C(=O)([O-])[O-].[K+].[K+], predict the reaction product. The product is: [Br:1][C:2]1[CH:3]=[CH:4][C:5](=[O:8])[N:6]([CH2:15][C:14]2[CH:17]=[CH:18][C:11]([CH2:9][CH3:10])=[CH:12][CH:13]=2)[CH:7]=1. (5) Given the reactants [Br:1][C:2]1[N:7]=[C:6]2[N:8]([CH:12]3[CH2:17][CH2:16][CH2:15][CH2:14][O:13]3)[N:9]=[C:10]([CH3:11])[C:5]2=[C:4]([CH2:18]OS(C)(=O)=O)[CH:3]=1.[C:24]([O:28][C:29]([N:31]1[CH2:36][C:35]([CH3:38])([CH3:37])[NH:34][CH2:33][C:32]1([CH2:41][CH3:42])[CH2:39][CH3:40])=[O:30])([CH3:27])([CH3:26])[CH3:25].CCN(C(C)C)C(C)C, predict the reaction product. The product is: [C:24]([O:28][C:29]([N:31]1[CH2:36][C:35]([CH3:38])([CH3:37])[N:34]([CH2:18][C:4]2[CH:3]=[C:2]([Br:1])[N:7]=[C:6]3[N:8]([CH:12]4[CH2:17][CH2:16][CH2:15][CH2:14][O:13]4)[N:9]=[C:10]([CH3:11])[C:5]=23)[CH2:33][C:32]1([CH2:41][CH3:42])[CH2:39][CH3:40])=[O:30])([CH3:27])([CH3:26])[CH3:25]. (6) Given the reactants [Cl:1][C:2]1[CH:3]=[C:4]2[C:9](=O)[O:8][C:6](=[O:7])[C:5]2=[CH:11][CH:12]=1.O.C([NH2:16])=O, predict the reaction product. The product is: [Cl:1][C:2]1[CH:3]=[C:4]2[C:9](=[O:8])[NH:16][C:6](=[O:7])[C:5]2=[CH:11][CH:12]=1.